From a dataset of Forward reaction prediction with 1.9M reactions from USPTO patents (1976-2016). Predict the product of the given reaction. (1) Given the reactants [NH2:1][CH2:2][C:3]1[CH:8]=[CH:7][C:6]([NH:9][C:10]([CH:12]2[CH2:17][CH2:16][N:15]([CH2:18][C:19]3[CH:24]=[CH:23][CH:22]=[CH:21][CH:20]=3)[CH2:14][CH2:13]2)=[O:11])=[CH:5][CH:4]=1.C[CH2:26][N:27](CC)[CH2:28]C.Cl[C:33]1[N:42]=[C:41](Cl)[C:40]2[C:35](=[CH:36][C:37]([I:44])=[CH:38][CH:39]=2)[N:34]=1, predict the reaction product. The product is: [CH2:18]([N:15]1[CH2:14][CH2:13][CH:12]([C:10]([NH:9][C:6]2[CH:7]=[CH:8][C:3]([CH2:2][NH:1][C:41]3[C:40]4[C:35](=[CH:36][C:37]([I:44])=[CH:38][CH:39]=4)[N:34]=[C:33]([N:27]([CH3:28])[CH3:26])[N:42]=3)=[CH:4][CH:5]=2)=[O:11])[CH2:17][CH2:16]1)[C:19]1[CH:20]=[CH:21][CH:22]=[CH:23][CH:24]=1. (2) Given the reactants [C:1]1([C:7]([S:10][CH2:11][CH2:12][OH:13])([CH3:9])[CH3:8])[CH:6]=[CH:5][CH:4]=[CH:3][CH:2]=1.ClCCl.CCN(C(C)C)C(C)C.[C:26](Cl)(=[O:29])[CH:27]=[CH2:28], predict the reaction product. The product is: [C:26]([O:13][CH2:12][CH2:11][S:10][C:7]([C:1]1[CH:6]=[CH:5][CH:4]=[CH:3][CH:2]=1)([CH3:9])[CH3:8])(=[O:29])[CH:27]=[CH2:28]. (3) Given the reactants N1CCCC1.C(OC([N:16]1[CH2:20][C@H:19]([O:21][CH3:22])[CH2:18][C@H:17]1[CH2:23][C:24](=[O:31])[CH2:25][C:26](OCC)=O)=O)C1C=CC=CC=1.[H-].[Al+3].[Li+].[H-].[H-].[H-].[OH-].[Na+], predict the reaction product. The product is: [CH3:22][O:21][C@H:19]1[CH2:20][N:16]2[C@H:17]([CH2:23][C:24](=[O:31])[CH2:25][CH2:26]2)[CH2:18]1. (4) Given the reactants C([N:8]([C@@H](C1C=CC=CC=1)C)[C@@H:9]1[CH2:13][CH2:12][CH2:11][C@:10]1([CH2:18][CH3:19])[C:14]([O:16][CH3:17])=[O:15])C1C=CC=CC=1.C(O)=O, predict the reaction product. The product is: [NH2:8][C@@H:9]1[CH2:13][CH2:12][CH2:11][C@:10]1([CH2:18][CH3:19])[C:14]([O:16][CH3:17])=[O:15].